From a dataset of Reaction yield outcomes from USPTO patents with 853,638 reactions. Predict the reaction yield, written as a fraction of the theoretical maximum amount of product (1.0 means a 100% yield; for example, 0.34 means a 34% yield). The reactants are Cl[C:2]1[CH:9]=[CH:8][C:5]([C:6]#[N:7])=[CH:4][C:3]=1[N+:10]([O-:12])=[O:11].C(=O)([O-])[O-].[K+].[K+].[CH3:19][C:20]1[CH:21]=[C:22]([OH:27])[CH:23]=[C:24]([CH3:26])[CH:25]=1. The catalyst is C1COCC1. The product is [CH3:19][C:20]1[CH:21]=[C:22]([CH:23]=[C:24]([CH3:26])[CH:25]=1)[O:27][C:2]1[CH:9]=[CH:8][C:5]([C:6]#[N:7])=[CH:4][C:3]=1[N+:10]([O-:12])=[O:11]. The yield is 0.852.